The task is: Predict the reaction yield, written as a fraction of the theoretical maximum amount of product (1.0 means a 100% yield; for example, 0.34 means a 34% yield).. This data is from Reaction yield outcomes from USPTO patents with 853,638 reactions. (1) The yield is 0.860. The reactants are Cl[C:2]1[N:7]=[C:6]([N:8]2[CH:13]([CH3:14])[CH2:12][O:11][CH2:10][CH:9]2[CH3:15])[N:5]=[C:4]([C:16]2[CH:21]=[CH:20][C:19]([NH:22][C:23]([NH:25][CH3:26])=[O:24])=[CH:18][CH:17]=2)[N:3]=1.CC1(C)C(C)(C)OB([C:35]2[CH:41]=[CH:40][C:38]([NH2:39])=[CH:37][CH:36]=2)O1. The product is [NH2:39][C:38]1[CH:40]=[CH:41][C:35]([C:2]2[N:7]=[C:6]([N:8]3[CH:13]([CH3:14])[CH2:12][O:11][CH2:10][CH:9]3[CH3:15])[N:5]=[C:4]([C:16]3[CH:21]=[CH:20][C:19]([NH:22][C:23]([NH:25][CH3:26])=[O:24])=[CH:18][CH:17]=3)[N:3]=2)=[CH:36][CH:37]=1. No catalyst specified. (2) The reactants are [F:1][C:2]1[CH:3]=[C:4]([C:10]2[N:11]=[C:12](O)[C:13]3[C:18]([CH:19]=2)=[CH:17][C:16]([O:20][CH3:21])=[CH:15][CH:14]=3)[CH:5]=[CH:6][C:7]=1[O:8][CH3:9].O=P(Cl)(Cl)[Cl:25]. No catalyst specified. The product is [Cl:25][C:12]1[C:13]2[C:18](=[CH:17][C:16]([O:20][CH3:21])=[CH:15][CH:14]=2)[CH:19]=[C:10]([C:4]2[CH:5]=[CH:6][C:7]([O:8][CH3:9])=[C:2]([F:1])[CH:3]=2)[N:11]=1. The yield is 0.950. (3) The reactants are [CH:1]1[C:6](=[O:7])[C:5]([OH:8])=[CH:4]O[C:2]=1[CH2:9][OH:10].[NH2:11][C:12]1[CH:17]=[CH:16][CH:15]=[CH:14][CH:13]=1. The catalyst is Cl. The product is [OH:8][C:5]1[C:6](=[O:7])[CH:1]=[C:2]([CH2:9][OH:10])[N:11]([C:12]2[CH:17]=[CH:16][CH:15]=[CH:14][CH:13]=2)[CH:4]=1. The yield is 0.490. (4) The yield is 0.310. No catalyst specified. The product is [CH2:1]([O:8][C:9]([N:11]1[CH2:20][CH2:19][C:18]2[C:17]([NH:21][C:22]3[CH:26]=[C:25]([CH:27]4[CH2:29][CH2:28]4)[NH:24][N:23]=3)=[N:16][C:15]([NH:43][C@H:41]([C:38]3[CH:39]=[CH:40][C:35]([F:34])=[CH:36][CH:37]=3)[CH3:42])=[N:14][C:13]=2[CH2:12]1)=[O:10])[C:2]1[CH:7]=[CH:6][CH:5]=[CH:4][CH:3]=1. The reactants are [CH2:1]([O:8][C:9]([N:11]1[CH2:20][CH2:19][C:18]2[C:17]([NH:21][C:22]3[CH:26]=[C:25]([CH:27]4[CH2:29][CH2:28]4)[NH:24][N:23]=3)=[N:16][C:15](S(C)(=O)=O)=[N:14][C:13]=2[CH2:12]1)=[O:10])[C:2]1[CH:7]=[CH:6][CH:5]=[CH:4][CH:3]=1.[F:34][C:35]1[CH:40]=[CH:39][C:38]([C@@H:41]([NH2:43])[CH3:42])=[CH:37][CH:36]=1.CCN(C(C)C)C(C)C. (5) The reactants are [O:1]=[C:2]1[C:10](=[C:11]2[C:19]3[C:14](=[CH:15][C:16]([C:20]([OH:22])=O)=[CH:17][CH:18]=3)[CH2:13][O:12]2)[C:9]2[C:4](=[CH:5][CH:6]=[CH:7][CH:8]=2)[NH:3]1.C(N1C=CN=C1)(N1C=CN=C1)=O.[CH2:35]([N:37]([CH2:41][CH3:42])[CH2:38][CH2:39][NH2:40])[CH3:36].O. The catalyst is C1COCC1. The product is [CH2:35]([N:37]([CH2:41][CH3:42])[CH2:38][CH2:39][NH:40][C:20]([C:16]1[CH:15]=[C:14]2[C:19](=[CH:18][CH:17]=1)[C:11](=[C:10]1[C:9]3[C:4](=[CH:5][CH:6]=[CH:7][CH:8]=3)[NH:3][C:2]1=[O:1])[O:12][CH2:13]2)=[O:22])[CH3:36]. The yield is 0.740. (6) The reactants are [OH:1][C:2]1[CH:7]=[CH:6][C:5]([NH:8][N:9]=[C:10]([CH3:16])[C:11]([O:13][CH2:14][CH3:15])=[O:12])=[C:4]([N+:17]([O-:19])=[O:18])[CH:3]=1.CI.[C:22](=O)([O-])[O-].[K+].[K+].CN(C)C=O. The catalyst is O. The product is [CH3:22][O:1][C:2]1[CH:7]=[CH:6][C:5]([NH:8][N:9]=[C:10]([CH3:16])[C:11]([O:13][CH2:14][CH3:15])=[O:12])=[C:4]([N+:17]([O-:19])=[O:18])[CH:3]=1. The yield is 0.890. (7) The reactants are [CH2:1]([C:5]1[N:6]([CH2:29][C:30]2[CH:35]=[CH:34][CH:33]=[CH:32][C:31]=2[Cl:36])[C:7]([CH2:10][C:11]([CH2:22][C:23]2[CH:28]=[CH:27][CH:26]=[CH:25][CH:24]=2)(C(OCC)=O)[C:12]([O:14]CC)=[O:13])=[CH:8][N:9]=1)[CH2:2][CH2:3][CH3:4].[OH-].[K+].O. The catalyst is C(O)C. The product is [CH2:1]([C:5]1[N:6]([CH2:29][C:30]2[CH:35]=[CH:34][CH:33]=[CH:32][C:31]=2[Cl:36])[C:7]([CH2:10][CH:11]([CH2:22][C:23]2[CH:28]=[CH:27][CH:26]=[CH:25][CH:24]=2)[C:12]([OH:14])=[O:13])=[CH:8][N:9]=1)[CH2:2][CH2:3][CH3:4]. The yield is 0.860.